This data is from Reaction yield outcomes from USPTO patents with 853,638 reactions. The task is: Predict the reaction yield, written as a fraction of the theoretical maximum amount of product (1.0 means a 100% yield; for example, 0.34 means a 34% yield). (1) The reactants are [Cl:1][C:2]1[CH:7]=[CH:6][CH:5]=[CH:4][C:3]=1[CH:8]([O:10][C:11]([NH:13][C:14]1[C:15]([C:19]2[CH:32]=[CH:31][C:22]([CH2:23][S:24][CH2:25][CH2:26]C(OC)=O)=[CH:21][CH:20]=2)=[N:16][O:17][CH:18]=1)=[O:12])[CH3:9].SCC[S:36]([O-:39])(=[O:38])=[O:37].[Na+]. No catalyst specified. The product is [Cl:1][C:2]1[CH:7]=[CH:6][CH:5]=[CH:4][C:3]=1[CH:8]([O:10][C:11]([NH:13][C:14]1[C:15]([C:19]2[CH:20]=[CH:21][C:22]([CH2:23][S:24][CH2:25][CH2:26][S:36]([OH:39])(=[O:38])=[O:37])=[CH:31][CH:32]=2)=[N:16][O:17][CH:18]=1)=[O:12])[CH3:9]. The yield is 0.390. (2) The reactants are CO[C:3]([C:5]1([CH3:37])[CH2:9][CH2:8][CH2:7][N:6]1[N:10]([CH2:31][CH2:32][C:33]([CH3:36])([CH3:35])[CH3:34])[C:11](=[O:30])[CH2:12][C:13]1[NH:18][C:17]2[CH:19]=[CH:20][C:21]([NH:23][S:24]([CH3:27])(=[O:26])=[O:25])=[CH:22][C:16]=2[S:15](=[O:29])(=[O:28])[N:14]=1)=[O:4].[O-]CC.[Na+]. The catalyst is C(O)C. The product is [CH3:35][C:33]([CH3:34])([CH3:36])[CH2:32][CH2:31][N:10]1[C:11](=[O:30])[C:12]([C:13]2[NH:18][C:17]3[CH:19]=[CH:20][C:21]([NH:23][S:24]([CH3:27])(=[O:26])=[O:25])=[CH:22][C:16]=3[S:15](=[O:28])(=[O:29])[N:14]=2)=[C:3]([OH:4])[C:5]2([CH3:37])[CH2:9][CH2:8][CH2:7][N:6]12. The yield is 0.483. (3) The reactants are Cl[C:2]1[N:7]=[C:6]([NH:8][C@@H:9]2[CH2:14][CH2:13][CH2:12][N:11]([C:15](=[O:18])[CH:16]=[CH2:17])[CH2:10]2)[C:5]([F:19])=[CH:4][N:3]=1.C([O-])([O-])=O.[Cs+].[Cs+].[CH3:26][C:27]1([CH3:40])[C:35]2[C:30](=[CH:31][C:32]([NH2:36])=[CH:33][CH:34]=2)[C:29]([CH3:38])([CH3:37])[N:28]1[CH3:39].CN(C1C(C2C(P(C3CCCCC3)C3CCCCC3)=CC=CC=2)=CC=CC=1)C. The catalyst is O.C1C=CC(/C=C/C(/C=C/C2C=CC=CC=2)=O)=CC=1.C1C=CC(/C=C/C(/C=C/C2C=CC=CC=2)=O)=CC=1.C1C=CC(/C=C/C(/C=C/C2C=CC=CC=2)=O)=CC=1.[Pd].[Pd]. The product is [F:19][C:5]1[C:6]([NH:8][C@@H:9]2[CH2:14][CH2:13][CH2:12][N:11]([C:15](=[O:18])[CH:16]=[CH2:17])[CH2:10]2)=[N:7][C:2]([NH:36][C:32]2[CH:31]=[C:30]3[C:35](=[CH:34][CH:33]=2)[C:27]([CH3:26])([CH3:40])[N:28]([CH3:39])[C:29]3([CH3:38])[CH3:37])=[N:3][CH:4]=1. The yield is 0.320. (4) The reactants are [C:1]([C:3]1[CH:8]=[CH:7][C:6]([C:9]2[O:10][C@@H:11]([CH3:17])[C@H:12]([C:14]([O-:16])=O)[N:13]=2)=[C:5]([OH:18])[CH:4]=1)#[CH:2].[CH2:19]([NH3+:21])[CH3:20].C(Cl)Cl.C1C=CC2N(O)N=NC=2C=1.C1CCC(N=C=NC2CCCCC2)CC1. The catalyst is CN(C=O)C. The product is [CH2:19]([NH:21][C:14]([C@H:12]1[C@H:11]([CH3:17])[O:10][C:9]([C:6]2[CH:7]=[CH:8][C:3]([C:1]#[CH:2])=[CH:4][C:5]=2[OH:18])=[N:13]1)=[O:16])[CH3:20]. The yield is 0.465. (5) The reactants are [S:1]1[CH2:6][CH2:5][CH:4]=[C:3]([C:7]([O-:9])=[O:8])[CH2:2]1.B(O[O-])=O.[Na+].O.[OH-].[Na+].[C:18](O)(=O)C. No catalyst specified. The product is [S:1]1[CH2:6][CH2:5][CH:4]=[C:3]([C:7]([O:9][CH3:18])=[O:8])[CH2:2]1. The yield is 0.760. (6) The reactants are [CH3:1][C:2]([O:7][C:8]1[CH:13]=[C:12]([CH3:14])[CH:11]=[C:10]([CH3:15])[C:9]=1[CH3:16])([CH3:6])[C:3]([OH:5])=O. The catalyst is O. The product is [CH3:6][C:2]1([CH3:1])[C:3](=[O:5])[C:13]2[C:12]([CH3:14])=[CH:11][C:10]([CH3:15])=[C:9]([CH3:16])[C:8]=2[O:7]1. The yield is 0.790.